From a dataset of Full USPTO retrosynthesis dataset with 1.9M reactions from patents (1976-2016). Predict the reactants needed to synthesize the given product. (1) Given the product [Cl:22][C:9]1[N:10]=[CH:2][C:3]([C:4]([N:31]2[CH2:11][CH2:12][N:13]([C:14]3[N:15]=[CH:16][CH:17]=[CH:18][N:19]=3)[CH2:25][CH2:26]2)=[O:6])=[CH:7][CH:8]=1, predict the reactants needed to synthesize it. The reactants are: Cl[C:2]1[N:10]=[CH:9][CH:8]=[CH:7][C:3]=1[C:4]([OH:6])=O.[CH3:11][CH2:12][N:13]=[C:14]=[N:15][CH2:16][CH2:17][CH2:18][N:19](C)C.[ClH:22].C1C=[CH:25][C:26]2[N:31](O)N=NC=2C=1.CCN(C(C)C)C(C)C.N1CCNCC1. (2) Given the product [CH2:1]([O:3][C:4]1[C:5](=[O:7])[N:13]([CH3:16])[C:12]([OH:17])=[N:11][C:10]=1[C:14]([OH:18])=[O:15])[CH3:2], predict the reactants needed to synthesize it. The reactants are: [CH2:1]([O:3][C:4](=[C:10]1[C:14](=[O:15])[N:13]([CH3:16])[C:12](=[O:17])[NH:11]1)[C:5]([O:7]CC)=O)[CH3:2].[OH-:18].[K+].Cl.